Dataset: Forward reaction prediction with 1.9M reactions from USPTO patents (1976-2016). Task: Predict the product of the given reaction. (1) Given the reactants [Cl:1][C:2]1[CH:7]=[CH:6][C:5]([S:8]([NH:11][C@@H:12]2[CH2:17][CH2:16][CH2:15][N:14]([C:18]3[N:23]4[N:24]=[CH:25][CH:26]=[C:22]4[N:21]=[C:20]([CH3:27])[C:19]=3[CH:28]([CH2:34][CH2:35][CH3:36])[C:29]([O:31]CC)=[O:30])[CH2:13]2)(=[O:10])=[O:9])=[CH:4][CH:3]=1.[OH-].[Na+], predict the reaction product. The product is: [Cl:1][C:2]1[CH:3]=[CH:4][C:5]([S:8]([NH:11][C@@H:12]2[CH2:17][CH2:16][CH2:15][N:14]([C:18]3[N:23]4[N:24]=[CH:25][CH:26]=[C:22]4[N:21]=[C:20]([CH3:27])[C:19]=3[CH:28]([CH2:34][CH2:35][CH3:36])[C:29]([OH:31])=[O:30])[CH2:13]2)(=[O:9])=[O:10])=[CH:6][CH:7]=1. (2) The product is: [CH3:9][CH2:8][O:7][Si:5]([O:10][CH2:11][CH3:12])([O:4][CH2:3][CH3:2])[CH3:6].[CH3:23][CH2:22][O:21][Si:16]([O:24][CH2:25][CH3:26])([O:15][CH2:14][CH3:13])[CH2:17][CH2:18][CH2:19][NH2:20]. Given the reactants Cl.[CH3:2][CH2:3][O:4][Si:5]([O:10][CH2:11][CH3:12])([O:7][CH2:8][CH3:9])[CH3:6].[CH3:13][CH2:14][O:15][Si:16]([O:24][CH2:25][CH3:26])([O:21][CH2:22][CH3:23])[CH2:17][CH2:18][CH2:19][NH2:20], predict the reaction product. (3) The product is: [CH2:1]([O:3][C:4]([C:6]1[CH:7]([O:25][CH3:24])[C:8]2[C:13]([C:14]=1[C:15]1[CH:20]=[CH:19][CH:18]=[CH:17][CH:16]=1)=[CH:12][CH:11]=[C:10]([O:21][CH3:22])[CH:9]=2)=[O:5])[CH3:2]. Given the reactants [CH2:1]([O:3][C:4]([C:6]1[CH:7](Br)[C:8]2[C:13]([C:14]=1[C:15]1[CH:20]=[CH:19][CH:18]=[CH:17][CH:16]=1)=[CH:12][CH:11]=[C:10]([O:21][CH3:22])[CH:9]=2)=[O:5])[CH3:2].[CH3:24][OH:25], predict the reaction product.